Dataset: CYP2C19 inhibition data for predicting drug metabolism from PubChem BioAssay. Task: Regression/Classification. Given a drug SMILES string, predict its absorption, distribution, metabolism, or excretion properties. Task type varies by dataset: regression for continuous measurements (e.g., permeability, clearance, half-life) or binary classification for categorical outcomes (e.g., BBB penetration, CYP inhibition). Dataset: cyp2c19_veith. (1) The drug is COCCCNCCCCOc1c(Cl)cc(C)cc1Br.O=C(O)C(=O)O. The result is 0 (non-inhibitor). (2) The result is 1 (inhibitor). The drug is COc1ccc(CNc2ncncc2-c2ccc3c(c2)OCO3)c(OC)c1. (3) The molecule is CC(=O)N1CCC2(CC1)CN(C(=O)Nc1cccc(C#N)c1)C2. The result is 0 (non-inhibitor).